From a dataset of Reaction yield outcomes from USPTO patents with 853,638 reactions. Predict the reaction yield, written as a fraction of the theoretical maximum amount of product (1.0 means a 100% yield; for example, 0.34 means a 34% yield). (1) The reactants are [CH2:1]([CH:8]([C:22]([OH:24])=[O:23])[C:9](O)([CH2:13][CH2:14][C:15]1[CH:20]=[CH:19][CH:18]=[CH:17][CH:16]=1)[C:10]([OH:12])=O)[C:2]1[CH:7]=[CH:6][CH:5]=[CH:4][CH:3]=1.C(OC(=O)C)(=O)C. The catalyst is CCCCCC.C(OCC)(=O)C. The product is [CH2:1]([C:8]1[C:22]([O:24][C:10](=[O:12])[C:9]=1[CH2:13][CH2:14][C:15]1[CH:16]=[CH:17][CH:18]=[CH:19][CH:20]=1)=[O:23])[C:2]1[CH:3]=[CH:4][CH:5]=[CH:6][CH:7]=1. The yield is 0.810. (2) The product is [Cl:1][C:2]1[C:3]([NH:18][C:19]2[CH:20]=[CH:23][CH:24]=[CH:25][C:30]=2[C:29]([OH:32])=[O:31])=[CH:4][C:5]([NH:8][C:9]2[N:13]([CH:14]([CH3:15])[CH3:16])[N:12]=[C:11]([CH3:17])[CH:10]=2)=[N:6][CH:7]=1. The catalyst is O1CCOCC1. The reactants are [Cl:1][C:2]1[C:3]([NH:18][C:19]2C=[CH:25][CH:24]=[CH:23][C:20]=2C#N)=[CH:4][C:5]([NH:8][C:9]2[N:13]([CH:14]([CH3:16])[CH3:15])[N:12]=[C:11]([CH3:17])[CH:10]=2)=[N:6][CH:7]=1.[OH-].[Na+].[C:29]([O:32]CC)(=[O:31])[CH3:30]. The yield is 0.760. (3) The reactants are [N:1]1[C:10]2[C:5](=[CH:6][CH:7]=[CH:8][CH:9]=2)[CH:4]=[CH:3][C:2]=1[N:11]1[CH2:14][CH:13]([O:15][C:16]2[N:17]=[N:18][CH:19]=[CH:20][C:21]=2[N:22]2[CH2:27][CH2:26][CH:25]([C:28](=[O:30])[CH3:29])[CH2:24][CH2:23]2)[CH2:12]1.[BH4-].[BH4-].[BH4-].[BH4-].[Na+].[Na+].[Na+].[Na+].[Cl-].[NH4+]. The catalyst is CO. The product is [N:1]1[C:10]2[C:5](=[CH:6][CH:7]=[CH:8][CH:9]=2)[CH:4]=[CH:3][C:2]=1[N:11]1[CH2:12][CH:13]([O:15][C:16]2[N:17]=[N:18][CH:19]=[CH:20][C:21]=2[N:22]2[CH2:23][CH2:24][CH:25]([CH:28]([OH:30])[CH3:29])[CH2:26][CH2:27]2)[CH2:14]1. The yield is 0.750. (4) The yield is 0.229. The catalyst is CN(C=O)C. The reactants are [Cl-].[CH2:2]([NH2+:4][CH2:5][CH2:6][CH2:7][C:8]([NH:10][CH2:11][CH2:12][F:13])=[O:9])[CH3:3].[CH3:14][N:15]1[C:27]2[CH2:26][CH2:25][CH:24]([CH:28]3[CH2:33][CH2:32][O:31][CH2:30][CH2:29]3)[CH2:23][C:22]=2[C:21]2[C:16]1=[CH:17][CH:18]=[C:19]([C:34](O)=[O:35])[CH:20]=2.CCN(C(C)C)C(C)C.CN(C(ON1N=NC2C=CC=NC1=2)=[N+](C)C)C.F[P-](F)(F)(F)(F)F. The product is [CH2:2]([N:4]([CH2:5][CH2:6][CH2:7][C:8]([NH:10][CH2:11][CH2:12][F:13])=[O:9])[C:34]([C:19]1[CH:20]=[C:21]2[C:16](=[CH:17][CH:18]=1)[N:15]([CH3:14])[C:27]1[CH2:26][CH2:25][CH:24]([CH:28]3[CH2:33][CH2:32][O:31][CH2:30][CH2:29]3)[CH2:23][C:22]2=1)=[O:35])[CH3:3]. (5) The reactants are [CH3:1][O:2][C:3]1[CH:4]=[C:5]2[C:10](=[CH:11][C:12]=1[O:13][CH3:14])[N:9]=[CH:8][CH:7]=[C:6]2[O:15][C:16]1[C:22]([CH3:23])=[CH:21][C:19]([NH2:20])=[C:18]([CH3:24])[CH:17]=1.Cl[C:26](Cl)([O:28][C:29](=[O:35])OC(Cl)(Cl)Cl)Cl.[CH3:37][C:38]1[CH:43]=[CH:42][C:41](CO)=[CH:40][CH:39]=1.C(=O)(O)[O-].[Na+]. The catalyst is C(Cl)Cl.C(N(CC)CC)C.C1(C)C=CC=CC=1. The product is [CH3:1][O:2][C:3]1[CH:4]=[C:5]2[C:10](=[CH:11][C:12]=1[O:13][CH3:14])[N:9]=[CH:8][CH:7]=[C:6]2[O:15][C:16]1[C:22]([CH3:23])=[CH:21][C:19]([NH:20][C:29](=[O:35])[O:28][CH2:26][C:41]2[CH:42]=[CH:43][C:38]([CH3:37])=[CH:39][CH:40]=2)=[C:18]([CH3:24])[CH:17]=1. The yield is 0.880. (6) The catalyst is N1C=CC=CC=1. The product is [Cl:1][C:2]1[CH:7]=[C:6]([CH:5]=[CH:4][C:3]=1[N+:9]([O-:11])=[O:10])[C:8]([OH:13])=[O:18]. The reactants are [Cl:1][C:2]1[CH:7]=[C:6]([CH3:8])[CH:5]=[CH:4][C:3]=1[N+:9]([O-:11])=[O:10].[Mn]([O-])(=O)(=O)=[O:13].[K+].[OH2:18]. The yield is 0.840. (7) The reactants are [Cl-].[NH4+].O.[Cl:4][C:5]1[C:10]([C:11]([F:14])([F:13])[F:12])=[CH:9][C:8]([N+:15]([O-])=O)=[CH:7][N:6]=1. The catalyst is CO. The product is [Cl:4][C:5]1[N:6]=[CH:7][C:8]([NH2:15])=[CH:9][C:10]=1[C:11]([F:14])([F:12])[F:13]. The yield is 0.650. (8) The reactants are [NH2:1][C:2]1[CH:7]=[C:6]([S:8]([CH2:11][CH3:12])(=[O:10])=[O:9])[CH:5]=[CH:4][C:3]=1[OH:13].[CH3:14][C:15]1[S:19][C:18]([CH:20]=O)=[CH:17][CH:16]=1.C([O-])(=O)C.C([O-])(=O)C.C([O-])(=O)C.C([O-])(=O)C.[Pb+4]. The catalyst is C(O)C. The product is [CH2:11]([S:8]([C:6]1[CH:5]=[CH:4][C:3]2[O:13][C:20]([C:18]3[S:19][C:15]([CH3:14])=[CH:16][CH:17]=3)=[N:1][C:2]=2[CH:7]=1)(=[O:10])=[O:9])[CH3:12]. The yield is 0.00300. (9) The reactants are [CH:1]([O:4][C:5]1[CH:12]=[CH:11][C:10]([N+:13]([O-:15])=[O:14])=[CH:9][C:6]=1[CH:7]=[O:8])([CH3:3])[CH3:2].[BH4-].[Na+]. The catalyst is CCCCCC. The product is [CH:1]([O:4][C:5]1[CH:12]=[CH:11][C:10]([N+:13]([O-:15])=[O:14])=[CH:9][C:6]=1[CH2:7][OH:8])([CH3:3])[CH3:2]. The yield is 0.920. (10) The reactants are Br[C:2]1[C:6]([C:7]2[CH:12]=[CH:11][N:10]=[CH:9][CH:8]=2)=[C:5]([C:13]2[CH:18]=[CH:17][CH:16]=[CH:15][CH:14]=2)[NH:4][N:3]=1.[CH2:19]1[C@@H:27]2[N:22]([CH2:23][CH2:24][C:25](=O)[CH2:26]2)[CH2:21][CH2:20]1.C(OCC)(=O)C.CO. The catalyst is ClCCl. The product is [CH2:19]1[C@@H:27]2[N:22]([CH2:23][CH2:24][C:25]([C:2]3[C:6]([C:7]4[CH:12]=[CH:11][N:10]=[CH:9][CH:8]=4)=[C:5]([C:13]4[CH:18]=[CH:17][CH:16]=[CH:15][CH:14]=4)[NH:4][N:3]=3)=[CH:26]2)[CH2:21][CH2:20]1. The yield is 0.130.